Dataset: Catalyst prediction with 721,799 reactions and 888 catalyst types from USPTO. Task: Predict which catalyst facilitates the given reaction. (1) Reactant: Br[C:2]1[CH:3]=[C:4]([C:8]2[C:21]3[CH:20]=[CH:19][C:18]4[CH:22]=[CH:23][CH:24]=[CH:25][C:17]=4[C:16]=3[N:15]=[C:14]3[C:9]=2[CH:10]=[CH:11][C:12]2[CH:29]=[CH:28][CH:27]=[CH:26][C:13]=23)[CH:5]=[CH:6][CH:7]=1.[C:30]1(B(O)O)[C:43]2[C:44]3=[C:45]4[C:40](=[CH:41][CH:42]=2)[CH:39]=[CH:38][CH:37]=[C:36]4[CH:35]=[CH:34][C:33]3=[CH:32][CH:31]=1.C(=O)([O-])[O-].[K+].[K+].C1(C)C=CC=CC=1. Product: [C:30]1([C:2]2[CH:3]=[C:4]([C:8]3[C:21]4[CH:20]=[CH:19][C:18]5[CH:22]=[CH:23][CH:24]=[CH:25][C:17]=5[C:16]=4[N:15]=[C:14]4[C:9]=3[CH:10]=[CH:11][C:12]3[CH:29]=[CH:28][CH:27]=[CH:26][C:13]=34)[CH:5]=[CH:6][CH:7]=2)[C:43]2[C:44]3=[C:45]4[C:40](=[CH:41][CH:42]=2)[CH:39]=[CH:38][CH:37]=[C:36]4[CH:35]=[CH:34][C:33]3=[CH:32][CH:31]=1. The catalyst class is: 8. (2) Product: [CH3:12][N:2]([CH3:1])[C:3]1[CH:4]=[C:5]([CH:9]=[CH:10][CH:11]=1)[C:6]([NH:17][C:16]1[CH:18]=[CH:19][C:20]([CH3:21])=[C:14]([I:13])[CH:15]=1)=[O:8]. The catalyst class is: 344. Reactant: [CH3:1][N:2]([CH3:12])[C:3]1[CH:4]=[C:5]([CH:9]=[CH:10][CH:11]=1)[C:6]([OH:8])=O.[I:13][C:14]1[CH:15]=[C:16]([CH:18]=[CH:19][C:20]=1[CH3:21])[NH2:17]. (3) Reactant: [CH2:1]([C:5]12[CH2:17][CH:16]([OH:18])[C:15](=[O:19])[C:14]([CH3:20])=[C:13]1[C:12]1[C:7](=[CH:8][C:9]([O:21]COC)=[CH:10][CH:11]=1)[CH2:6]2)[CH2:2][CH2:3][CH3:4].Cl. Product: [CH2:1]([C:5]12[CH2:17][CH:16]([OH:18])[C:15](=[O:19])[C:14]([CH3:20])=[C:13]1[C:12]1[C:7](=[CH:8][C:9]([OH:21])=[CH:10][CH:11]=1)[CH2:6]2)[CH2:2][CH2:3][CH3:4]. The catalyst class is: 191. (4) Reactant: Cl[C:2]1[CH:7]=[CH:6][C:5]([N+:8]([O-:10])=[O:9])=[CH:4][N:3]=1.CN[CH:13]([NH:16][CH3:17])[CH2:14][OH:15].[C:18](=O)([O-])[O-].[K+].[K+].O. Product: [CH3:18][N:16]([CH3:17])[CH2:13][CH2:14][O:15][C:2]1[CH:7]=[CH:6][C:5]([N+:8]([O-:10])=[O:9])=[CH:4][N:3]=1. The catalyst class is: 9. (5) Reactant: [C:1]([C:4]1[C:9]([C:10]2[CH:15]=[CH:14][CH:13]=[CH:12][CH:11]=2)=[N:8][N:7]([CH2:16][CH3:17])[C:6](=[O:18])[C:5]=1[N+:19]([O-])=O)(=[O:3])[CH3:2].N[C:23]1[CH:24]=[C:25]([Br:33])[CH:26]=[C:27]2[C:32]=1[N:31]=[CH:30][CH:29]=[CH:28]2. Product: [C:1]([C:4]1[C:9]([C:10]2[CH:15]=[CH:14][CH:13]=[CH:12][CH:11]=2)=[N:8][N:7]([CH2:16][CH3:17])[C:6](=[O:18])[C:5]=1[NH:19][C:23]1[CH:24]=[C:25]([Br:33])[CH:26]=[C:27]2[C:32]=1[N:31]=[CH:30][CH:29]=[CH:28]2)(=[O:3])[CH3:2]. The catalyst class is: 8. (6) The catalyst class is: 46. Product: [CH2:1]([C:3]1[C:4]([O:13][CH3:14])=[N:5][C:6]([CH3:12])=[C:7]([CH:11]=1)[C:8]([NH2:22])=[O:9])[CH3:2]. Reactant: [CH2:1]([C:3]1[C:4]([O:13][CH3:14])=[N:5][C:6]([CH3:12])=[C:7]([CH:11]=1)[C:8](O)=[O:9])[CH3:2].F[B-](F)(F)F.O=C1C=CC=C[N:22]1OC(N(C)C)=[N+](C)C.O.OC1C2N=NNC=2C=CC=1.N.O1CCOCC1.C(N(C(C)C)C(C)C)C. (7) Reactant: [C:1]1([CH:7](O)[CH2:8][CH2:9][N:10]2[CH2:15][CH2:14][CH:13]([N:16]([CH3:27])[C:17](=[O:26])[CH2:18][C:19]3[CH:24]=[CH:23][C:22]([F:25])=[CH:21][CH:20]=3)[CH2:12][CH2:11]2)[CH:6]=[CH:5][CH:4]=[CH:3][CH:2]=1.CS([Cl:33])(=O)=O. Product: [C:1]1([CH:7]([Cl:33])[CH2:8][CH2:9][N:10]2[CH2:15][CH2:14][CH:13]([N:16]([CH3:27])[C:17](=[O:26])[CH2:18][C:19]3[CH:24]=[CH:23][C:22]([F:25])=[CH:21][CH:20]=3)[CH2:12][CH2:11]2)[CH:6]=[CH:5][CH:4]=[CH:3][CH:2]=1. The catalyst class is: 2. (8) Product: [CH3:1][N:2]1[C:6]2[C:7]([C:49]([O:25][CH3:20])=[O:50])=[CH:8][CH:9]=[C:10]([C:11]3[CH2:34][C:33]([C:31]4[CH:32]=[C:27]([Cl:26])[CH:28]=[C:29]([Cl:39])[CH:30]=4)([C:35]([F:36])([F:37])[F:38])[O:13][N:12]=3)[C:5]=2[N:4]=[N:3]1. Reactant: [CH3:1][N:2]1[C:6]2[CH:7]=[C:8](C(OC)=O)[CH:9]=[C:10]([CH:11]=[N:12][OH:13])[C:5]=2[N:4]=[N:3]1.ClN1C(=O)CC[C:20]1=[O:25].[Cl:26][C:27]1[CH:32]=[C:31]([C:33]([C:35]([F:38])([F:37])[F:36])=[CH2:34])[CH:30]=[C:29]([Cl:39])[CH:28]=1.C(N(CC)CC)C.CN(C)[CH:49]=[O:50]. The catalyst class is: 6. (9) Reactant: C(OC([N:8]1[C:16]2[C:11](=[CH:12][CH:13]=[CH:14][CH:15]=2)[CH:10]=[C:9]1[C:17]1[N:22]=[C:21]([NH:23][C:24]2[CH:32]=[CH:31][C:27]([C:28](O)=[O:29])=[CH:26][C:25]=2[O:33][CH3:34])[CH:20]=[N:19][CH:18]=1)=O)(C)(C)C.[CH2:35]1[C:39]2([CH2:44][CH2:43][CH2:42][N:41](C(OC(C)(C)C)=O)[CH2:40]2)[CH2:38][CH2:37][NH:36]1.CN(C(ON1N=NC2C=CC=CC1=2)=[N+](C)C)C.[B-](F)(F)(F)F.[ClH:74].CCOCC. Product: [ClH:74].[ClH:74].[CH2:35]1[C:39]2([CH2:44][CH2:43][CH2:42][NH:41][CH2:40]2)[CH2:38][CH2:37][N:36]1[C:28]([C:27]1[CH:31]=[CH:32][C:24]([NH:23][C:21]2[CH:20]=[N:19][CH:18]=[C:17]([C:9]3[NH:8][C:16]4[C:11]([CH:10]=3)=[CH:12][CH:13]=[CH:14][CH:15]=4)[N:22]=2)=[C:25]([O:33][CH3:34])[CH:26]=1)=[O:29]. The catalyst class is: 121.